This data is from Catalyst prediction with 721,799 reactions and 888 catalyst types from USPTO. The task is: Predict which catalyst facilitates the given reaction. (1) Reactant: Cl[C:2]1[CH:7]=[C:6]([Cl:8])[N:5]=[C:4]([CH3:9])[N:3]=1.CCN(C(C)C)C(C)C.[CH2:19]([O:26][C:27](=[O:37])[NH:28][CH2:29][C@H:30]1[CH2:35][CH2:34][C@@H:33]([NH2:36])[CH2:32][CH2:31]1)[C:20]1[CH:25]=[CH:24][CH:23]=[CH:22][CH:21]=1. Product: [CH2:19]([O:26][C:27](=[O:37])[NH:28][CH2:29][C@H:30]1[CH2:35][CH2:34][C@@H:33]([NH:36][C:2]2[CH:7]=[C:6]([Cl:8])[N:5]=[C:4]([CH3:9])[N:3]=2)[CH2:32][CH2:31]1)[C:20]1[CH:21]=[CH:22][CH:23]=[CH:24][CH:25]=1. The catalyst class is: 41. (2) Reactant: [C:1](=[O:8])([O:3][C:4]([CH3:7])([CH3:6])[CH3:5])[NH2:2].Cl[C:10]1[N:15]=[C:14]([O:16][C:17]2[C:26]3[C:21](=[CH:22][CH:23]=[CH:24][CH:25]=3)[C:20]([NH:27][C:28](=[O:34])[O:29][C:30]([CH3:33])([CH3:32])[CH3:31])=[CH:19][CH:18]=2)[CH:13]=[CH:12][N:11]=1.C([O-])([O-])=O.[Cs+].[Cs+].CC1(C)C2C(=C(P(C3C=CC=CC=3)C3C=CC=CC=3)C=CC=2)OC2C(P(C3C=CC=CC=3)C3C=CC=CC=3)=CC=CC1=2. Product: [C:30]([O:29][C:28]([NH:27][C:20]1[C:21]2[C:26](=[CH:25][CH:24]=[CH:23][CH:22]=2)[C:17]([O:16][C:14]2[CH:13]=[CH:12][N:11]=[C:10]([NH:2][C:1](=[O:8])[O:3][C:4]([CH3:7])([CH3:6])[CH3:5])[N:15]=2)=[CH:18][CH:19]=1)=[O:34])([CH3:33])([CH3:32])[CH3:31]. The catalyst class is: 443. (3) Reactant: [OH:1][NH:2][C:3]([C:5]1[CH:14]=[C:13]2[C:8]([C:9](=[O:30])[NH:10][C:11]([CH2:15][NH:16][CH:17]3[CH2:22][CH2:21][N:20](C(OC(C)(C)C)=O)[CH2:19][CH2:18]3)=[N:12]2)=[CH:7][CH:6]=1)=[O:4].Cl.O1CCOCC1. Product: [OH:1][NH:2][C:3]([C:5]1[CH:14]=[C:13]2[C:8]([C:9](=[O:30])[NH:10][C:11]([CH2:15][NH:16][CH:17]3[CH2:18][CH2:19][NH:20][CH2:21][CH2:22]3)=[N:12]2)=[CH:7][CH:6]=1)=[O:4]. The catalyst class is: 2. (4) Reactant: [S:1]1(=[O:9])(=[O:8])[CH2:7][CH2:6][CH2:5][NH:4][CH2:3][CH2:2]1.[Cl:10][CH2:11][CH:12]=O.O.B.N1C=CC=CC=1C. Product: [Cl:10][CH2:11][CH2:12][N:4]1[CH2:5][CH2:6][CH2:7][S:1](=[O:9])(=[O:8])[CH2:2][CH2:3]1. The catalyst class is: 130. (5) The catalyst class is: 9. Reactant: [Br:1][C:2]1[CH:7]=[CH:6][C:5]([C:8]2[N:9]=[C:10]([C:22]3[CH:27]=[CH:26][CH:25]=[C:24]([Cl:28])[CH:23]=3)[O:11][C:12]=2[C@@H:13]2[CH2:18][CH2:17][CH2:16][CH2:15][C@H:14]2[C:19]([OH:21])=O)=[CH:4][CH:3]=1.F[P-](F)(F)(F)(F)F.N1(OC(N(C)C)=[N+](C)C)[C:40]2[N:41]=C[CH:43]=[CH:44][C:39]=2[N:38]=N1.Cl.NC1(C#N)CC1.C(N(CC)C(C)C)(C)C. Product: [Br:1][C:2]1[CH:3]=[CH:4][C:5]([C:8]2[N:9]=[C:10]([C:22]3[CH:27]=[CH:26][CH:25]=[C:24]([Cl:28])[CH:23]=3)[O:11][C:12]=2[C@@H:13]2[CH2:18][CH2:17][CH2:16][CH2:15][C@H:14]2[C:19]([NH:38][C:39]2([C:40]#[N:41])[CH2:43][CH2:44]2)=[O:21])=[CH:6][CH:7]=1. (6) Product: [F:1][C:2]([F:7])([F:6])[C:3]([OH:5])=[O:4].[Br:8][C:9]1[CH:10]=[C:11]([N:16]2[C:20](=[O:21])[O:19][N:18]=[C:17]2[C:22]2[C:23]([NH:27][CH2:28][C:29]3[CH:30]=[CH:31][C:32]([CH2:35][N:36]4[CH2:41][CH2:40][S:39](=[O:43])(=[O:42])[CH2:38][CH2:37]4)=[CH:33][CH:34]=3)=[N:24][O:25][N:26]=2)[CH:12]=[CH:13][C:14]=1[F:15]. Reactant: [F:1][C:2]([F:7])([F:6])[C:3]([OH:5])=[O:4].[Br:8][C:9]1[CH:10]=[C:11]([N:16]2[C:20](=[O:21])[O:19][N:18]=[C:17]2[C:22]2[C:23]([NH:27][C:28](=O)[C:29]3[CH:34]=[CH:33][C:32]([CH2:35][N:36]4[CH2:41][CH2:40][S:39](=[O:43])(=[O:42])[CH2:38][CH2:37]4)=[CH:31][CH:30]=3)=[N:24][O:25][N:26]=2)[CH:12]=[CH:13][C:14]=1[F:15].P(Cl)(Cl)(Cl)(Cl)Cl. The catalyst class is: 17.